From a dataset of NCI-60 drug combinations with 297,098 pairs across 59 cell lines. Regression. Given two drug SMILES strings and cell line genomic features, predict the synergy score measuring deviation from expected non-interaction effect. (1) Drug 1: C1=CC(=CC=C1CC(C(=O)O)N)N(CCCl)CCCl.Cl. Drug 2: CCC1=C2CN3C(=CC4=C(C3=O)COC(=O)C4(CC)O)C2=NC5=C1C=C(C=C5)O. Cell line: NCI-H322M. Synergy scores: CSS=7.63, Synergy_ZIP=-0.725, Synergy_Bliss=3.10, Synergy_Loewe=-11.1, Synergy_HSA=-0.600. (2) Drug 1: CC1C(C(CC(O1)OC2CC(CC3=C2C(=C4C(=C3O)C(=O)C5=C(C4=O)C(=CC=C5)OC)O)(C(=O)C)O)N)O.Cl. Drug 2: CN(C)N=NC1=C(NC=N1)C(=O)N. Cell line: PC-3. Synergy scores: CSS=15.8, Synergy_ZIP=-3.50, Synergy_Bliss=-2.10, Synergy_Loewe=-12.0, Synergy_HSA=-3.15.